This data is from Catalyst prediction with 721,799 reactions and 888 catalyst types from USPTO. The task is: Predict which catalyst facilitates the given reaction. (1) Product: [NH2:1][C:2]1[CH:10]=[C:9]([O:11][CH3:12])[C:8]([O:13][CH3:14])=[CH:7][C:3]=1[C:4]([NH2:17])=[O:5]. Reactant: [NH2:1][C:2]1[CH:10]=[C:9]([O:11][CH3:12])[C:8]([O:13][CH3:14])=[CH:7][C:3]=1[C:4](O)=[O:5].CC[N:17]=C=NCCCN(C)C.Cl.C1C=CC2N(O)N=NC=2C=1.CN1CCOCC1.N. The catalyst class is: 7. (2) Reactant: [Br:1][C:2]1[CH:9]=[CH:8][C:7]([OH:10])=[CH:6][C:3]=1[CH:4]=O.Cl.[C:12]([O:16][NH2:17])([CH3:15])([CH3:14])[CH3:13]. Product: [C:12]([O:16][N:17]=[CH:4][C:3]1[CH:6]=[C:7]([OH:10])[CH:8]=[CH:9][C:2]=1[Br:1])([CH3:15])([CH3:14])[CH3:13]. The catalyst class is: 125. (3) Reactant: [F:1][C:2]1[C:8]([O:9]C)=[CH:7][CH:6]=[CH:5][C:3]=1[NH2:4].B(Br)(Br)Br. Product: [NH2:4][C:3]1[C:2]([F:1])=[C:8]([OH:9])[CH:7]=[CH:6][CH:5]=1. The catalyst class is: 4. (4) Reactant: [C:1]([N:8]1[CH2:15][CH:14]([OH:16])[CH2:13][C@H:9]1[C:10]([OH:12])=[O:11])([O:3][C:4]([CH3:7])([CH3:6])[CH3:5])=[O:2].CC(C)([O-])C.[K+].Cl[C:24]1[C:33]2[C:28](=[CH:29][C:30]([O:34][CH3:35])=[CH:31][CH:32]=2)[CH:27]=[C:26]([CH3:36])[N:25]=1.C(O)(=O)CC(CC(O)=O)(C(O)=O)O. Product: [C:4]([O:3][C:1]([N:8]1[CH2:15][C@H:14]([O:16][C:24]2[C:33]3[C:28](=[CH:29][C:30]([O:34][CH3:35])=[CH:31][CH:32]=3)[CH:27]=[C:26]([CH3:36])[N:25]=2)[CH2:13][C@H:9]1[C:10]([OH:12])=[O:11])=[O:2])([CH3:7])([CH3:6])[CH3:5]. The catalyst class is: 16.